From a dataset of Peptide-MHC class I binding affinity with 185,985 pairs from IEDB/IMGT. Regression. Given a peptide amino acid sequence and an MHC pseudo amino acid sequence, predict their binding affinity value. This is MHC class I binding data. (1) The peptide sequence is FPFKYAAAR. The MHC is Mamu-A2201 with pseudo-sequence Mamu-A2201. The binding affinity (normalized) is 0.172. (2) The peptide sequence is KEISNMLSI. The MHC is HLA-A32:01 with pseudo-sequence HLA-A32:01. The binding affinity (normalized) is 0.190. (3) The peptide sequence is NQQGITPNY. The MHC is HLA-A68:02 with pseudo-sequence HLA-A68:02. The binding affinity (normalized) is 0.0847. (4) The MHC is HLA-A02:03 with pseudo-sequence HLA-A02:03. The binding affinity (normalized) is 0.0847. The peptide sequence is YSGNIVHRY. (5) The peptide sequence is VPAMFTAAL. The MHC is HLA-B58:01 with pseudo-sequence HLA-B58:01. The binding affinity (normalized) is 0.0847. (6) The peptide sequence is TERQANFL. The MHC is HLA-B40:01 with pseudo-sequence HLA-B40:01. The binding affinity (normalized) is 0.461. (7) The peptide sequence is WIMLLQFAY. The MHC is HLA-A31:01 with pseudo-sequence HLA-A31:01. The binding affinity (normalized) is 0.207.